The task is: Predict which catalyst facilitates the given reaction.. This data is from Catalyst prediction with 721,799 reactions and 888 catalyst types from USPTO. Reactant: [Cl:1][C:2]1[CH:21]=[C:20]([N+:22]([O-])=O)[C:19]([F:25])=[CH:18][C:3]=1[CH:4]=[C:5]1[CH2:10][CH2:9][N:8]([C:11]([O:13][C:14]([CH3:17])([CH3:16])[CH3:15])=[O:12])[CH2:7][CH2:6]1. Product: [NH2:22][C:20]1[C:19]([F:25])=[CH:18][C:3]([CH2:4][CH:5]2[CH2:10][CH2:9][N:8]([C:11]([O:13][C:14]([CH3:17])([CH3:16])[CH3:15])=[O:12])[CH2:7][CH2:6]2)=[C:2]([Cl:1])[CH:21]=1. The catalyst class is: 865.